This data is from Forward reaction prediction with 1.9M reactions from USPTO patents (1976-2016). The task is: Predict the product of the given reaction. (1) The product is: [CH2:1]([O:8][C:9]1[C:10]([C:37]([OH:39])=[O:38])=[N:11][C:12]([N:19]2[CH2:20][CH2:21][N:22]([CH2:25][CH2:26][CH2:27][CH2:28][NH:29][C:30]([O:32][C:33]([CH3:34])([CH3:35])[CH3:36])=[O:31])[CH2:23][CH2:24]2)=[C:13]2[C:18]=1[N:17]=[CH:16][CH:15]=[CH:14]2)[C:2]1[CH:7]=[CH:6][CH:5]=[CH:4][CH:3]=1. Given the reactants [CH2:1]([O:8][C:9]1[C:10]([C:37]([O:39]C)=[O:38])=[N:11][C:12]([N:19]2[CH2:24][CH2:23][N:22]([CH2:25][CH2:26][CH2:27][CH2:28][NH:29][C:30]([O:32][C:33]([CH3:36])([CH3:35])[CH3:34])=[O:31])[CH2:21][CH2:20]2)=[C:13]2[C:18]=1[N:17]=[CH:16][CH:15]=[CH:14]2)[C:2]1[CH:7]=[CH:6][CH:5]=[CH:4][CH:3]=1.CO.[OH-].[Na+], predict the reaction product. (2) Given the reactants [CH:1]1([C:4]2[C:11]([NH:12][C:13]3[CH:18]=[C:17]([CH:19]=[CH2:20])[CH:16]=[CH:15][N:14]=3)=[CH:10][C:7]([C:8]#[N:9])=[C:6]([N:21]3[CH2:26][CH2:25][NH:24][C@H:23]([CH:27]([CH3:29])[CH3:28])[CH2:22]3)[N:5]=2)[CH2:3][CH2:2]1.[OH:30][CH2:31][CH2:32][C:33]([O-])=[O:34].[Na+].CN(C(ON1N=NC2C=CC=NC1=2)=[N+](C)C)C.F[P-](F)(F)(F)(F)F.CCN(C(C)C)C(C)C, predict the reaction product. The product is: [CH:1]1([C:4]2[C:11]([NH:12][C:13]3[CH:18]=[C:17]([CH:19]=[CH2:20])[CH:16]=[CH:15][N:14]=3)=[CH:10][C:7]([C:8]#[N:9])=[C:6]([N:21]3[CH2:26][CH2:25][N:24]([C:31](=[O:30])[CH2:32][CH2:33][OH:34])[C@H:23]([CH:27]([CH3:29])[CH3:28])[CH2:22]3)[N:5]=2)[CH2:3][CH2:2]1. (3) Given the reactants C([O:8][CH2:9][CH:10]1[CH2:14][S:13](=[O:16])(=[O:15])[N:12]([CH2:17][CH3:18])[CH2:11]1)C1C=CC=CC=1, predict the reaction product. The product is: [CH2:17]([N:12]1[CH2:11][CH:10]([CH2:9][OH:8])[CH2:14][S:13]1(=[O:16])=[O:15])[CH3:18]. (4) Given the reactants [Cl:1][C:2]1[CH:3]=[C:4]([CH:18]=[CH:19][C:20]=1[Cl:21])[CH2:5][CH:6]([C:12](=O)[C:13]([F:16])([F:15])[F:14])[C:7]([O:9]CC)=O.Cl.[OH:23][CH2:24][C:25](=[NH:27])[NH2:26].C(N(CC)C(C)C)(C)C, predict the reaction product. The product is: [Cl:1][C:2]1[CH:3]=[C:4]([CH:18]=[CH:19][C:20]=1[Cl:21])[CH2:5][C:6]1[C:7](=[O:9])[NH:27][C:25]([CH2:24][OH:23])=[N:26][C:12]=1[C:13]([F:14])([F:15])[F:16]. (5) Given the reactants [CH3:1][O:2][C:3](=[O:20])[CH2:4][C:5]1[CH:10]=[C:9]([Cl:11])[CH:8]=[C:7]([O:12]CC2C=CC=CC=2)[CH:6]=1.B(Br)(Br)Br, predict the reaction product. The product is: [CH3:1][O:2][C:3](=[O:20])[CH2:4][C:5]1[CH:6]=[C:7]([OH:12])[CH:8]=[C:9]([Cl:11])[CH:10]=1. (6) Given the reactants O=C1[N:6]([C:7]2[CH:18]=[CH:17][C:10]([C:11]([NH:13][CH2:14][CH2:15][CH3:16])=[O:12])=[CH:9][CH:8]=2)[CH:5]([C:19]2[CH:24]=[CH:23][CH:22]=[CH:21][CH:20]=2)[CH2:4][O:3]1.[OH-].[Na+].C(OCC)(=O)C, predict the reaction product. The product is: [OH:3][CH2:4][CH:5]([NH:6][C:7]1[CH:8]=[CH:9][C:10]([C:11]([NH:13][CH2:14][CH2:15][CH3:16])=[O:12])=[CH:17][CH:18]=1)[C:19]1[CH:20]=[CH:21][CH:22]=[CH:23][CH:24]=1. (7) Given the reactants Br[C:2]1[CH:3]=[C:4]([NH:8][C@H:9]([C:12]2[CH:17]=[CH:16][CH:15]=[CH:14][CH:13]=2)[CH2:10][OH:11])[CH:5]=[N:6][CH:7]=1.C([O-])([O-])=O.[K+].[K+].[F:24][C:25]1[CH:33]=[C:32]2[C:28]([CH2:29][C:30](=[O:34])[NH:31]2)=[CH:27][C:26]=1B1OC(C)(C)C(C)(C)O1, predict the reaction product. The product is: [F:24][C:25]1[CH:33]=[C:32]2[C:28]([CH2:29][C:30](=[O:34])[NH:31]2)=[CH:27][C:26]=1[C:2]1[CH:7]=[N:6][CH:5]=[C:4]([NH:8][C@H:9]([C:12]2[CH:17]=[CH:16][CH:15]=[CH:14][CH:13]=2)[CH2:10][OH:11])[CH:3]=1.